From a dataset of NCI-60 drug combinations with 297,098 pairs across 59 cell lines. Regression. Given two drug SMILES strings and cell line genomic features, predict the synergy score measuring deviation from expected non-interaction effect. Drug 1: C1=CN(C(=O)N=C1N)C2C(C(C(O2)CO)O)O.Cl. Drug 2: C1CCC(C(C1)N)N.C(=O)(C(=O)[O-])[O-].[Pt+4]. Cell line: NCIH23. Synergy scores: CSS=37.0, Synergy_ZIP=-1.06, Synergy_Bliss=-0.491, Synergy_Loewe=-19.2, Synergy_HSA=-0.127.